From a dataset of Reaction yield outcomes from USPTO patents with 853,638 reactions. Predict the reaction yield, written as a fraction of the theoretical maximum amount of product (1.0 means a 100% yield; for example, 0.34 means a 34% yield). The reactants are [CH3:1][S:2]([C:5]1[N:10]=[CH:9][C:8]([O:11][C:12]2[CH:13]=[C:14]3[C:18](=[C:19]([O:21][CH:22]4[CH2:27][CH2:26][O:25][CH2:24][CH2:23]4)[CH:20]=2)[NH:17][C:16]([C:28]2[S:29][CH:30]([CH2:33][C:34](O)=[O:35])[CH2:31][N:32]=2)=[CH:15]3)=[CH:7][CH:6]=1)(=[O:4])=[O:3].O.O[N:39]1[C:43]2[CH:44]=[CH:45][CH:45]=[CH:44][C:43]=2[N:39]=N1.Cl.C(N=C=NCCCN(C)C)C.C1(N)CC1. The catalyst is CN(C)C=O.CCCCCC.C(OCC)(=O)C.O. The product is [CH:43]1([NH:39][C:34](=[O:35])[CH2:33][CH:30]2[S:29][C:28]([C:16]3[NH:17][C:18]4[C:14]([CH:15]=3)=[CH:13][C:12]([O:11][C:8]3[CH:9]=[N:10][C:5]([S:2]([CH3:1])(=[O:3])=[O:4])=[CH:6][CH:7]=3)=[CH:20][C:19]=4[O:21][CH:22]3[CH2:27][CH2:26][O:25][CH2:24][CH2:23]3)=[N:32][CH2:31]2)[CH2:44][CH2:45]1. The yield is 0.420.